Dataset: CYP2C19 inhibition data for predicting drug metabolism from PubChem BioAssay. Task: Regression/Classification. Given a drug SMILES string, predict its absorption, distribution, metabolism, or excretion properties. Task type varies by dataset: regression for continuous measurements (e.g., permeability, clearance, half-life) or binary classification for categorical outcomes (e.g., BBB penetration, CYP inhibition). Dataset: cyp2c19_veith. (1) The compound is CC(=O)N1CCC2(CC1)CN(c1ccccn1)C2. The result is 0 (non-inhibitor). (2) The drug is Cc1nc2cnc(Oc3cccc(Cl)c3)nc2n(CCC#N)c1=O. The result is 0 (non-inhibitor). (3) The compound is CCCCC[C@H](O)CCCC(=O)[O-].[Na+]. The result is 0 (non-inhibitor). (4) The compound is O=C(Nc1ccccc1Cl)c1ccccc1Cl. The result is 1 (inhibitor). (5) The compound is c1ccc(C[n+]2cccc(-c3cc4ccccc4[nH]3)c2)cc1. The result is 0 (non-inhibitor). (6) The compound is COCCNC(=O)Cn1cnc2ccc(S(=O)(=O)N3CCC(C)CC3)cc2c1=O. The result is 0 (non-inhibitor). (7) The result is 1 (inhibitor). The drug is Cc1ccc(C(=O)N2c3ccccc3N(Cc3ccccc3)C(=O)C2(C)C)cc1.